This data is from Catalyst prediction with 721,799 reactions and 888 catalyst types from USPTO. The task is: Predict which catalyst facilitates the given reaction. Reactant: [N+:1]([C:4]1[CH:9]=[CH:8][C:7](/[CH:10]=[CH:11]/[C:12]2[N:13]=[C:14]([NH:17]C(=O)OCC3C=CC=CC=3)[S:15][CH:16]=2)=[CH:6][CH:5]=1)([O-:3])=[O:2]. Product: [N+:1]([C:4]1[CH:9]=[CH:8][C:7](/[CH:10]=[CH:11]/[C:12]2[N:13]=[C:14]([NH2:17])[S:15][CH:16]=2)=[CH:6][CH:5]=1)([O-:3])=[O:2]. The catalyst class is: 33.